This data is from Forward reaction prediction with 1.9M reactions from USPTO patents (1976-2016). The task is: Predict the product of the given reaction. (1) Given the reactants Cl[C:2]([O:4][CH2:5][Cl:6])=[O:3].[C:7]([O:11][C:12]([NH:14][C@H:15]([C:19]([O:21][CH2:22][CH:23]([CH2:25][O:26][C:27](=[O:40])[C@H:28]([CH:37]([CH3:39])[CH3:38])[NH:29][C:30]([O:32][C:33]([CH3:36])([CH3:35])[CH3:34])=[O:31])[OH:24])=[O:20])[CH:16]([CH3:18])[CH3:17])=[O:13])([CH3:10])([CH3:9])[CH3:8].N1C=CC=CC=1, predict the reaction product. The product is: [Cl:6][CH2:5][O:4][C:2]([O:24][CH:23]([CH2:25][O:26][C:27](=[O:40])[C@H:28]([CH:37]([CH3:39])[CH3:38])[NH:29][C:30]([O:32][C:33]([CH3:36])([CH3:35])[CH3:34])=[O:31])[CH2:22][O:21][C:19](=[O:20])[C@H:15]([CH:16]([CH3:18])[CH3:17])[NH:14][C:12]([O:11][C:7]([CH3:8])([CH3:10])[CH3:9])=[O:13])=[O:3]. (2) Given the reactants [NH2:1][C:2]([CH3:7])([CH3:6])[CH2:3][CH2:4][OH:5].C([O-])([O-])=O.[Na+].[Na+].Cl[C:15]([O:17][CH2:18][C:19]1[CH:24]=[CH:23][CH:22]=[CH:21][CH:20]=1)=[O:16], predict the reaction product. The product is: [CH2:18]([O:17][C:15](=[O:16])[NH:1][C:2]([CH3:7])([CH2:3][CH2:4][OH:5])[CH3:6])[C:19]1[CH:24]=[CH:23][CH:22]=[CH:21][CH:20]=1. (3) Given the reactants [CH2:1]([O:8][C:9]1[CH:10]=[CH:11][C:12]([CH2:15]Cl)=[N:13][CH:14]=1)[C:2]1[CH:7]=[CH:6][CH:5]=[CH:4][CH:3]=1.O.[C-:18]#[N:19].[Na+], predict the reaction product. The product is: [CH2:1]([O:8][C:9]1[CH:10]=[CH:11][C:12]([CH2:15][C:18]#[N:19])=[N:13][CH:14]=1)[C:2]1[CH:7]=[CH:6][CH:5]=[CH:4][CH:3]=1. (4) Given the reactants [NH2:1][C:2]1[CH:3]=[C:4]([CH:13]=[CH:14][C:15]=1[O:16][C:17]([F:20])([F:19])[F:18])[CH2:5][NH:6][C:7](=[O:12])[C:8]([CH3:11])([CH3:10])[CH3:9].C1N=CN([C:26](N2C=NC=C2)=[S:27])C=1, predict the reaction product. The product is: [N:1]([C:2]1[CH:3]=[C:4]([CH:13]=[CH:14][C:15]=1[O:16][C:17]([F:18])([F:19])[F:20])[CH2:5][NH:6][C:7](=[O:12])[C:8]([CH3:11])([CH3:10])[CH3:9])=[C:26]=[S:27]. (5) Given the reactants [C:1]([C:3]([C:6]1[CH:7]=[C:8]([CH:35]=[CH:36][CH:37]=1)[C:9]([NH:11][C:12]1[CH:17]=[CH:16][C:15]([CH3:18])=[C:14]([N:19]2[C:28](=[O:29])[C:27]3[C:22](=[CH:23][CH:24]=[C:25]([C:30]#[C:31][CH2:32][NH:33][CH3:34])[CH:26]=3)[N:21]=[CH:20]2)[CH:13]=1)=[O:10])([CH3:5])[CH3:4])#[N:2].[H][H], predict the reaction product. The product is: [C:1]([C:3]([C:6]1[CH:7]=[C:8]([CH:35]=[CH:36][CH:37]=1)[C:9]([NH:11][C:12]1[CH:17]=[CH:16][C:15]([CH3:18])=[C:14]([N:19]2[C:28](=[O:29])[C:27]3[C:22](=[CH:23][CH:24]=[C:25]([CH2:30][CH2:31][CH2:32][NH:33][CH3:34])[CH:26]=3)[N:21]=[CH:20]2)[CH:13]=1)=[O:10])([CH3:5])[CH3:4])#[N:2]. (6) Given the reactants C[O:2][C:3](=[O:32])[CH2:4][CH2:5][NH:6][C:7]1([C:11]2[CH:20]=[CH:19][C:18]3[C:13](=[CH:14][CH:15]=[C:16]([O:21][CH:22]4[CH2:27][CH2:26][CH:25]([C:28]([CH3:31])([CH3:30])[CH3:29])[CH2:24][CH2:23]4)[CH:17]=3)[CH:12]=2)[CH2:10][O:9][CH2:8]1.[OH-].[Li+].O1CCCC1.O, predict the reaction product. The product is: [C:28]([C@H:25]1[CH2:24][CH2:23][C@H:22]([O:21][C:16]2[CH:17]=[C:18]3[C:13](=[CH:14][CH:15]=2)[CH:12]=[C:11]([C:7]2([NH:6][CH2:5][CH2:4][C:3]([OH:32])=[O:2])[CH2:8][O:9][CH2:10]2)[CH:20]=[CH:19]3)[CH2:27][CH2:26]1)([CH3:31])([CH3:29])[CH3:30]. (7) Given the reactants Br[C:2]1[C:3]2[N:4](N=N[N:23]=2)[C:5]([N:8]2[CH2:13][CH2:12][N:11]([C:14]([O:16][C:17]([CH3:20])([CH3:19])[CH3:18])=[O:15])[CH2:10][CH2:9]2)=[N:6][CH:7]=1.[S:24]1[CH:28]=[CH:27][CH:26]=[C:25]1B(O)O.CC(C)([O-])C.[K+].O1CCOCC1, predict the reaction product. The product is: [NH2:23][C:3]1[C:2]([C:25]2[S:24][CH:28]=[CH:27][CH:26]=2)=[CH:7][N:6]=[C:5]([N:8]2[CH2:13][CH2:12][N:11]([C:14]([O:16][C:17]([CH3:20])([CH3:19])[CH3:18])=[O:15])[CH2:10][CH2:9]2)[N:4]=1.